From a dataset of Full USPTO retrosynthesis dataset with 1.9M reactions from patents (1976-2016). Predict the reactants needed to synthesize the given product. (1) Given the product [Cl:1][C:2]1[N:3]=[C:4]([C:15]#[C:14][C:13]([CH3:17])([CH3:16])[CH3:12])[CH:5]=[CH:6][C:7]=1[C:8]([OH:10])=[O:9], predict the reactants needed to synthesize it. The reactants are: [Cl:1][C:2]1[C:7]([C:8]([OH:10])=[O:9])=[CH:6][CH:5]=[C:4](Cl)[N:3]=1.[CH3:12][C:13]([CH3:17])([CH3:16])[C:14]#[CH:15]. (2) The reactants are: [Cl:1][C:2]1[CH:3]=[CH:4][C:5]([NH:8][C:9](=[O:17])[C:10]2[CH:15]=[CH:14][CH:13]=[CH:12][C:11]=2[NH2:16])=[N:6][CH:7]=1.[I:18]I. Given the product [NH2:16][C:11]1[CH:12]=[CH:13][C:14]([I:18])=[CH:15][C:10]=1[C:9]([NH:8][C:5]1[CH:4]=[CH:3][C:2]([Cl:1])=[CH:7][N:6]=1)=[O:17], predict the reactants needed to synthesize it. (3) Given the product [Cl:38][C:18]1[CH:19]=[C:20]([NH:23][C:24]([C:26]2[C:27]([C:32]3[CH:37]=[CH:36][CH:35]=[CH:34][CH:33]=3)=[CH:28][CH:29]=[CH:30][CH:31]=2)=[O:25])[CH:21]=[CH:22][C:17]=1[C:15]([N:7]1[C:8]2[CH:14]=[CH:13][CH:12]=[CH:11][C:9]=2[CH2:10][N:4]2[CH2:1][C@@H:2]([OH:43])[O:40][CH2:39][CH:5]2[CH2:6]1)=[O:16], predict the reactants needed to synthesize it. The reactants are: [CH2:1]([N:4]1[CH2:10][C:9]2[CH:11]=[CH:12][CH:13]=[CH:14][C:8]=2[N:7]([C:15]([C:17]2[CH:22]=[CH:21][C:20]([NH:23][C:24]([C:26]3[C:27]([C:32]4[CH:37]=[CH:36][CH:35]=[CH:34][CH:33]=4)=[CH:28][CH:29]=[CH:30][CH:31]=3)=[O:25])=[CH:19][C:18]=2[Cl:38])=[O:16])[CH2:6][C@H:5]1[CH2:39][OH:40])[CH:2]=C.CC([O-])=[O:43].[Na+]. (4) Given the product [C:12]([O:11][C:9](=[O:10])[NH:22][C:17]1[CH:18]=[CH:19][CH:20]=[CH:21][C:16]=1[NH2:23])([CH3:13])([CH3:14])[CH3:15], predict the reactants needed to synthesize it. The reactants are: [C:9](O[C:9]([O:11][C:12]([CH3:15])([CH3:14])[CH3:13])=[O:10])([O:11][C:12]([CH3:15])([CH3:14])[CH3:13])=[O:10].[C:16]1([NH2:23])[CH:21]=[CH:20][CH:19]=[CH:18][C:17]=1[NH2:22].C(N(CC)CC)C. (5) Given the product [C:13]([O:17][C:18](=[O:37])[NH:19][C@@H:20]([C@H:30]1[CH2:35][CH2:34][C@H:33]([NH:36][C:50](=[O:51])[CH2:49][N:47]([C:46]([O:45][CH2:38][C:39]2[CH:44]=[CH:43][CH:42]=[CH:41][CH:40]=2)=[O:53])[CH3:48])[CH2:32][CH2:31]1)[C:21]([N:23]1[CH2:27][CH2:26][C:25]([F:29])([F:28])[CH2:24]1)=[O:22])([CH3:16])([CH3:14])[CH3:15], predict the reactants needed to synthesize it. The reactants are: Cl.CN(C)CCCN=C=NCC.[C:13]([O:17][C:18](=[O:37])[NH:19][C@@H:20]([C@H:30]1[CH2:35][CH2:34][C@H:33]([NH2:36])[CH2:32][CH2:31]1)[C:21]([N:23]1[CH2:27][CH2:26][C:25]([F:29])([F:28])[CH2:24]1)=[O:22])([CH3:16])([CH3:15])[CH3:14].[CH2:38]([O:45][C:46](=[O:53])[N:47]([CH2:49][C:50](O)=[O:51])[CH3:48])[C:39]1[CH:44]=[CH:43][CH:42]=[CH:41][CH:40]=1.OC1C2N=NNC=2C=CC=1. (6) Given the product [NH:19]1[C:20]2[C:25](=[CH:24][CH:23]=[CH:22][CH:21]=2)[C:17]([CH2:16][CH2:15][N:14]2[C:32](=[O:33])[C:30]([OH:31])=[C:29]([C:27](=[O:28])[CH3:26])[CH:1]2[C:3]2[CH:12]=[CH:11][C:6]([C:7]([O:9][CH3:10])=[O:8])=[C:5]([CH3:13])[CH:4]=2)=[CH:18]1, predict the reactants needed to synthesize it. The reactants are: [CH:1]([C:3]1[CH:12]=[CH:11][C:6]([C:7]([O:9][CH3:10])=[O:8])=[C:5]([CH3:13])[CH:4]=1)=O.[NH2:14][CH2:15][CH2:16][C:17]1[C:25]2[C:20](=[CH:21][CH:22]=[CH:23][CH:24]=2)[NH:19][CH:18]=1.[CH3:26][C:27]([CH2:29][C:30]([C:32](OC)=[O:33])=[O:31])=[O:28].